Dataset: Full USPTO retrosynthesis dataset with 1.9M reactions from patents (1976-2016). Task: Predict the reactants needed to synthesize the given product. Given the product [Cl:34][C:29]1[CH:28]=[C:27]([NH:26][C:24]2[S:25][C:21]([C:17]3[CH:16]=[C:15]([NH:14][C:11](=[O:12])[CH2:10][CH2:9][CH2:8][CH2:7][C:1]4[CH:6]=[CH:5][CH:4]=[CH:3][CH:2]=4)[CH:20]=[CH:19][CH:18]=3)=[N:22][N:23]=2)[CH:32]=[CH:31][C:30]=1[Cl:33], predict the reactants needed to synthesize it. The reactants are: [C:1]1([CH2:7][CH2:8][CH2:9][CH2:10][C:11](Cl)=[O:12])[CH:6]=[CH:5][CH:4]=[CH:3][CH:2]=1.[NH2:14][C:15]1[CH:16]=[C:17]([C:21]2[S:25][C:24]([NH:26][C:27]3[CH:32]=[CH:31][C:30]([Cl:33])=[C:29]([Cl:34])[CH:28]=3)=[N:23][N:22]=2)[CH:18]=[CH:19][CH:20]=1.OS(O)(=O)=O.C(N(CC)CC)C.